Dataset: Catalyst prediction with 721,799 reactions and 888 catalyst types from USPTO. Task: Predict which catalyst facilitates the given reaction. (1) Reactant: [CH3:1][C:2]1[N:7]2[N:8]=[C:9]([CH:11]([CH3:16])[CH2:12][C:13](O)=[O:14])[N:10]=[C:6]2[C:5]([CH3:17])=[N:4][CH:3]=1.C(Cl)(=O)C([Cl:21])=O.CN(C=O)C. Product: [CH3:1][C:2]1[N:7]2[N:8]=[C:9]([CH:11]([CH3:16])[CH2:12][C:13]([Cl:21])=[O:14])[N:10]=[C:6]2[C:5]([CH3:17])=[N:4][CH:3]=1. The catalyst class is: 2. (2) Reactant: [C:1]([O:5][C:6]([N:8]1[CH2:13][CH2:12][CH2:11][CH:10]([C:14]2[CH:19]=[CH:18][C:17]([F:20])=[C:16]([OH:21])[CH:15]=2)[CH2:9]1)=[O:7])([CH3:4])([CH3:3])[CH3:2].Br[CH2:23][CH2:24][O:25][CH3:26].C(=O)([O-])[O-].[K+].[K+]. Product: [C:1]([O:5][C:6]([N:8]1[CH2:13][CH2:12][CH2:11][CH:10]([C:14]2[CH:19]=[CH:18][C:17]([F:20])=[C:16]([O:21][CH2:23][CH2:24][O:25][CH3:26])[CH:15]=2)[CH2:9]1)=[O:7])([CH3:4])([CH3:2])[CH3:3]. The catalyst class is: 21. (3) Reactant: Br[CH:2]([CH2:19][CH3:20])[C:3]([N:5]1[C:18]2[CH:17]=[CH:16][CH:15]=[CH:14][C:13]=2[S:12][C:11]2[C:6]1=[CH:7][CH:8]=[CH:9][CH:10]=2)=[O:4].[N:21]1[C:33]2[C:32]3[CH:31]=[CH:30][CH:29]=[CH:28][C:27]=3[NH:26][C:25]=2[N:24]=[C:23]([SH:34])[N:22]=1.CCN(CC)CC.C(OCC)(=O)C. Product: [N:21]1[C:33]2[C:32]3[CH:31]=[CH:30][CH:29]=[CH:28][C:27]=3[NH:26][C:25]=2[N:24]=[C:23]([S:34][CH:2]([CH2:19][CH3:20])[C:3]([N:5]2[C:18]3[CH:17]=[CH:16][CH:15]=[CH:14][C:13]=3[S:12][C:11]3[C:6]2=[CH:7][CH:8]=[CH:9][CH:10]=3)=[O:4])[N:22]=1. The catalyst class is: 3.